From a dataset of Full USPTO retrosynthesis dataset with 1.9M reactions from patents (1976-2016). Predict the reactants needed to synthesize the given product. (1) The reactants are: [CH3:1][C:2]1([O:17][CH3:18])[O:6][C@@H:5]2[C@@H:7]3[O:11][C@@H:10]([C@H:4]2[O:3]1)[C@H:9]1[C:12]([NH:14][C:15](=[O:16])[C@@H:8]31)=[O:13].Br[CH2:20][C:21]([O:23][CH3:24])=[O:22].C1CCN2C(=NCCC2)CC1. Given the product [CH3:24][O:23][C:21]([CH2:20][N:14]1[C:12](=[O:13])[C@@H:9]2[C@@H:8]([C@H:7]3[O:11][C@H:10]2[C@H:4]2[O:3][C:2]([CH3:1])([O:17][CH3:18])[O:6][C@H:5]32)[C:15]1=[O:16])=[O:22], predict the reactants needed to synthesize it. (2) Given the product [Br:1][C:2]1[CH:3]=[N:4][C:5]([O:8][C:9]2[CH:10]=[C:11]([CH:12]=[CH:13][CH:14]=2)[CH2:15][P:17](=[O:24])([O:21][CH2:22][CH3:23])[O:18][CH2:19][CH3:20])=[N:6][CH:7]=1, predict the reactants needed to synthesize it. The reactants are: [Br:1][C:2]1[CH:3]=[N:4][C:5]([O:8][C:9]2[CH:14]=[CH:13][CH:12]=[C:11]([CH2:15]Cl)[CH:10]=2)=[N:6][CH:7]=1.[P:17]([O:24]CC)([O:21][CH2:22][CH3:23])[O:18][CH2:19][CH3:20].C(OCC)(=O)C. (3) Given the product [CH3:20][O:19][C:8]1[CH:9]=[C:10]([C:15]([F:17])([F:18])[F:16])[CH:11]=[C:12]([S:13][CH3:14])[C:7]=1[C:6]([NH:5][CH:3]1[CH2:4][CH:2]1[N:1]1[CH2:26][CH2:25][CH2:24][CH2:23]1)=[O:21], predict the reactants needed to synthesize it. The reactants are: [NH2:1][CH:2]1[CH2:4][CH:3]1[NH:5][C:6](=[O:21])[C:7]1[C:12]([S:13][CH3:14])=[CH:11][C:10]([C:15]([F:18])([F:17])[F:16])=[CH:9][C:8]=1[O:19][CH3:20].Br[CH2:23][CH2:24][CH2:25][CH2:26]Br.